Dataset: Full USPTO retrosynthesis dataset with 1.9M reactions from patents (1976-2016). Task: Predict the reactants needed to synthesize the given product. (1) The reactants are: [Cl:1][C:2]1[C:7]2[O:8][C:9]3[CH2:14][CH2:13][N:12]([C:15]([O:17][C:18]([CH3:21])([CH3:20])[CH3:19])=[O:16])[CH2:11][C:10]=3[C:6]=2[CH:5]=[C:4](Br)[CH:3]=1.[F:23][C:24]([F:35])([F:34])[C:25]1[CH:26]=[C:27]([S:31]([O-:33])=[O:32])[CH:28]=[CH:29][CH:30]=1.[Na+]. Given the product [Cl:1][C:2]1[C:7]2[O:8][C:9]3[CH2:14][CH2:13][N:12]([C:15]([O:17][C:18]([CH3:21])([CH3:20])[CH3:19])=[O:16])[CH2:11][C:10]=3[C:6]=2[CH:5]=[C:4]([S:31]([C:27]2[CH:28]=[CH:29][CH:30]=[C:25]([C:24]([F:23])([F:34])[F:35])[CH:26]=2)(=[O:33])=[O:32])[CH:3]=1, predict the reactants needed to synthesize it. (2) Given the product [CH3:2][C:4]1[CH:5]=[CH:6][C:7]([NH:10][C:11]2[CH:12]=[C:13]([C:17]([O:19][CH3:20])=[S:18])[S:14][C:15]=2[CH3:16])=[C:8]([CH2:22][CH3:26])[CH:9]=1, predict the reactants needed to synthesize it. The reactants are: C[CH:2]([C:4]1[CH:9]=[CH:8][C:7]([NH:10][C:11]2[CH:12]=[C:13]([C:17]([O:19][CH3:20])=[S:18])[S:14][C:15]=2[CH3:16])=[CH:6][CH:5]=1)C.N[C:22]1C=C(C(OC)=S)S[C:26]=1C.C(C1C=CC(B(O)O)=CC=1)(C)C. (3) The reactants are: Cl[C:2]1[N:7]2[N:8]=[CH:9][CH:10]=[C:6]2[N:5]=[C:4]([NH2:11])[CH:3]=1.[NH:12]1[CH2:17][CH2:16][O:15][CH2:14][CH2:13]1.CN1C(=O)CCC1. Given the product [O:15]1[CH2:16][CH2:17][N:12]([C:2]2[N:7]3[N:8]=[CH:9][CH:10]=[C:6]3[N:5]=[C:4]([NH2:11])[CH:3]=2)[CH2:13][CH2:14]1, predict the reactants needed to synthesize it. (4) Given the product [CH:4]([C:3]1[C:6]([C:14]([F:17])([F:16])[F:15])=[CH:7][C:8]([C:10]([F:13])([F:12])[F:11])=[CH:9][C:2]=1[C:26]1[CH:27]=[CH:28][C:29]([C:32]([NH:34][CH2:35][CH2:36][C:37]([O:39][CH2:40][CH3:41])=[O:38])=[O:33])=[N:30][CH:31]=1)=[O:5], predict the reactants needed to synthesize it. The reactants are: Br[C:2]1[CH:9]=[C:8]([C:10]([F:13])([F:12])[F:11])[CH:7]=[C:6]([C:14]([F:17])([F:16])[F:15])[C:3]=1[CH:4]=[O:5].CC1(C)C(C)(C)OB([C:26]2[CH:27]=[CH:28][C:29]([C:32]([NH:34][CH2:35][CH2:36][C:37]([O:39][CH2:40][CH3:41])=[O:38])=[O:33])=[N:30][CH:31]=2)O1.C([O-])([O-])=O.[K+].[K+]. (5) The reactants are: [CH2:1]([N:3]([CH3:27])[C:4]1[N:26]=[C:7]2[CH:8]=[C:9]([NH:12][C:13]([C:15]3[N:19]([CH3:20])[N:18]=[CH:17][C:16]=3[C:21]([O:23]CC)=[O:22])=[O:14])[CH:10]=[CH:11][N:6]2[N:5]=1)[CH3:2].O.[OH-].[Li+].Cl. Given the product [CH2:1]([N:3]([CH3:27])[C:4]1[N:26]=[C:7]2[CH:8]=[C:9]([NH:12][C:13]([C:15]3[N:19]([CH3:20])[N:18]=[CH:17][C:16]=3[C:21]([OH:23])=[O:22])=[O:14])[CH:10]=[CH:11][N:6]2[N:5]=1)[CH3:2], predict the reactants needed to synthesize it. (6) Given the product [N+:8]([C:4]1[S:5][CH:6]=[CH:7][C:3]=1[CH:2]=[O:12])([O-:10])=[O:9], predict the reactants needed to synthesize it. The reactants are: Cl[CH:2](Cl)[C:3]1[CH:7]=[CH:6][S:5][C:4]=1[N+:8]([O-:10])=[O:9].[OH-:12].[Na+]. (7) Given the product [F:12][C:13]1[CH:14]=[CH:15][C:16]([OH:21])=[C:17]([CH:20]=1)[C:18]#[N:19], predict the reactants needed to synthesize it. The reactants are: Cl.NCCS.CC(C)([O-])C.[Na+].[F:12][C:13]1[CH:14]=[CH:15][C:16]([O:21]C)=[C:17]([CH:20]=1)[C:18]#[N:19].Cl.